This data is from Forward reaction prediction with 1.9M reactions from USPTO patents (1976-2016). The task is: Predict the product of the given reaction. (1) Given the reactants C(N(CC)C(C)C)(C)C.[C:10]([O:13][C:14](=O)[CH3:15])(=[O:12])[CH3:11].[CH3:17][O:18][C:19]([C:21]1[CH:22]=[N+:23]([O-])C(C)=[CH:25][CH:26]=1)=[O:20].C(=O)([O-])O.[Na+], predict the reaction product. The product is: [CH3:17][O:18][C:19]([C:21]1[CH:22]=[N:23][C:15]([CH2:14][O:13][C:10](=[O:12])[CH3:11])=[CH:25][CH:26]=1)=[O:20]. (2) Given the reactants [CH3:1][C:2]1[CH:3]=[C:4]([CH:7]=O)[S:5][CH:6]=1.[CH2:9]([O:11][C:12](=[O:17])[CH2:13][N:14]=[N+]=[N-])[CH3:10].[NH4+].[Cl-], predict the reaction product. The product is: [CH2:9]([O:11][C:12]([C:13]1[NH:14][C:3]2[C:2]([CH3:1])=[CH:6][S:5][C:4]=2[CH:7]=1)=[O:17])[CH3:10]. (3) Given the reactants CCOC(C)=O.[NH2:7][C:8]1[CH:9]=[CH:10][C:11]([O:14][C:15]2[CH:20]=[CH:19][C:18](CNC(=O)OC(C)(C)C)=[CH:17][C:16]=2[O:30][CH3:31])=[N:12][CH:13]=1.[F:32][C:33]([F:44])([F:43])[C:34]1[CH:42]=[CH:41][C:37]([C:38](Cl)=[O:39])=[CH:36][CH:35]=1.C(O)(C(F)(F)F)=O.[CH2:52]([N:54](CC)CC)C, predict the reaction product. The product is: [CH3:31][O:30][C:16]1[CH:17]=[C:18]([NH:54][CH3:52])[CH:19]=[CH:20][C:15]=1[O:14][C:11]1[N:12]=[CH:13][C:8]([NH:7][C:38](=[O:39])[C:37]2[CH:41]=[CH:42][C:34]([C:33]([F:44])([F:43])[F:32])=[CH:35][CH:36]=2)=[CH:9][CH:10]=1. (4) Given the reactants [F:1][C:2]([F:14])([F:13])[C:3]1[CH:8]=[CH:7][N:6]=[C:5]([CH2:9][C:10]([O-:12])=O)[CH:4]=1.[Li+].[NH2:16][C:17]1[N:22]=[N:21][C:20]([CH2:23][CH2:24][CH2:25][CH2:26][C:27]2[S:31][C:30]([C:32]([NH:34][CH3:35])=[O:33])=[N:29][N:28]=2)=[CH:19][CH:18]=1.CN(C(ON1N=NC2C=CC=NC1=2)=[N+](C)C)C.F[P-](F)(F)(F)(F)F.CCN(C(C)C)C(C)C.CN([CH:72]=[O:73])C, predict the reaction product. The product is: [F:1][C:2]([F:14])([F:13])[C:72]([OH:73])=[O:33].[CH3:35][NH:34][C:32]([C:30]1[S:31][C:27]([CH2:26][CH2:25][CH2:24][CH2:23][C:20]2[N:21]=[N:22][C:17]([NH:16][C:10](=[O:12])[CH2:9][C:5]3[CH:4]=[C:3]([C:2]([F:1])([F:14])[F:13])[CH:8]=[CH:7][N:6]=3)=[CH:18][CH:19]=2)=[N:28][N:29]=1)=[O:33]. (5) Given the reactants [C:1]1([C:11]2[CH:16]=[CH:15][C:14]([CH:17]([CH:35]3[CH2:40][CH2:39][NH:38][CH2:37][CH2:36]3)[CH2:18][N:19]([C:28](=[O:34])[C:29]([O:31][CH2:32][CH3:33])=[O:30])[CH2:20][CH2:21][C:22]3[CH:27]=[CH:26][CH:25]=[CH:24][CH:23]=3)=[CH:13][CH:12]=2)[C:10]2[C:5](=[CH:6][CH:7]=[CH:8][CH:9]=2)[CH:4]=[CH:3][CH:2]=1.C(N(CC)CC)C.[C:48](Cl)(=[O:50])[CH3:49], predict the reaction product. The product is: [C:48]([N:38]1[CH2:39][CH2:40][CH:35]([CH:17]([C:14]2[CH:13]=[CH:12][C:11]([C:1]3[C:10]4[C:5](=[CH:6][CH:7]=[CH:8][CH:9]=4)[CH:4]=[CH:3][CH:2]=3)=[CH:16][CH:15]=2)[CH2:18][N:19]([C:28](=[O:34])[C:29]([O:31][CH2:32][CH3:33])=[O:30])[CH2:20][CH2:21][C:22]2[CH:23]=[CH:24][CH:25]=[CH:26][CH:27]=2)[CH2:36][CH2:37]1)(=[O:50])[CH3:49]. (6) Given the reactants Cl[C:2]1[N:7]=[CH:6][C:5]([C:8]([CH3:12])([CH3:11])[C:9]#[N:10])=[CH:4][CH:3]=1.[NH2:13][C:14]1[CH:15]=[C:16]([CH:21]=[CH:22][N:23]=1)[C:17]([O:19][CH3:20])=[O:18].C([O-])([O-])=O.[K+].[K+], predict the reaction product. The product is: [C:9]([C:8]([C:5]1[CH:4]=[CH:3][C:2]([NH:13][C:14]2[CH:15]=[C:16]([CH:21]=[CH:22][N:23]=2)[C:17]([O:19][CH3:20])=[O:18])=[N:7][CH:6]=1)([CH3:12])[CH3:11])#[N:10]. (7) Given the reactants Br[C:2]1[C:3]([N:22]2[CH2:26][CH2:25][CH:24]([OH:27])[CH2:23]2)=[N:4][CH:5]=[C:6]([CH:21]=1)[C:7]([NH:9][C:10]1[CH:15]=[CH:14][C:13]([O:16][C:17]([F:20])([F:19])[F:18])=[CH:12][CH:11]=1)=[O:8].[N:28]1[CH:33]=[CH:32][CH:31]=[C:30](B(O)O)[CH:29]=1, predict the reaction product. The product is: [OH:27][CH:24]1[CH2:25][CH2:26][N:22]([C:3]2[C:2]([C:30]3[CH:29]=[N:28][CH:33]=[CH:32][CH:31]=3)=[CH:21][C:6]([C:7]([NH:9][C:10]3[CH:15]=[CH:14][C:13]([O:16][C:17]([F:20])([F:19])[F:18])=[CH:12][CH:11]=3)=[O:8])=[CH:5][N:4]=2)[CH2:23]1.